From a dataset of Full USPTO retrosynthesis dataset with 1.9M reactions from patents (1976-2016). Predict the reactants needed to synthesize the given product. Given the product [C:1]([O:5][C:6]([N:8]1[CH2:13][CH2:12][CH:11]([N:14]([CH2:15][C:16]2[CH:17]=[N:18][CH:19]=[CH:20][C:21]=2[CH3:22])[C:23]2[CH:28]=[CH:27][C:26]([N:36]3[CH2:41][CH2:40][O:39][CH2:38][CH2:37]3)=[CH:25][CH:24]=2)[CH2:10][CH2:9]1)=[O:7])([CH3:4])([CH3:3])[CH3:2], predict the reactants needed to synthesize it. The reactants are: [C:1]([O:5][C:6]([N:8]1[CH2:13][CH2:12][CH:11]([N:14]([C:23]2[CH:28]=[CH:27][C:26](Br)=[CH:25][CH:24]=2)[CH2:15][C:16]2[CH:17]=[N:18][CH:19]=[CH:20][C:21]=2[CH3:22])[CH2:10][CH2:9]1)=[O:7])([CH3:4])([CH3:3])[CH3:2].CC(C)([O-])C.[K+].[NH:36]1[CH2:41][CH2:40][O:39][CH2:38][CH2:37]1.C(P(C(C)(C)C)C(C)(C)C)(C)(C)C.